Dataset: CYP1A2 inhibition data for predicting drug metabolism from PubChem BioAssay. Task: Regression/Classification. Given a drug SMILES string, predict its absorption, distribution, metabolism, or excretion properties. Task type varies by dataset: regression for continuous measurements (e.g., permeability, clearance, half-life) or binary classification for categorical outcomes (e.g., BBB penetration, CYP inhibition). Dataset: cyp1a2_veith. (1) The drug is Cc1cc(-c2n[nH]c(=S)o2)c(C)n1-c1ccccc1. The result is 1 (inhibitor). (2) The compound is COc1cc2nc(N3CCN(C(=O)c4ccco4)CC3)nc(N)c2cc1OC. The result is 0 (non-inhibitor). (3) The result is 0 (non-inhibitor). The drug is COc1ccc(NC(=O)N2CC3(CCN(C(=O)c4c(C)noc4C)CC3)C2)cc1.